Task: Predict which catalyst facilitates the given reaction.. Dataset: Catalyst prediction with 721,799 reactions and 888 catalyst types from USPTO (1) Reactant: Cl[C:2]1[C:11]2[C:6](=[CH:7][C:8]([F:13])=[CH:9][C:10]=2[F:12])[N:5]=[C:4]([N:14]2[CH2:19][CH2:18][N:17]([C:20]([O:22][C:23]([CH3:26])([CH3:25])[CH3:24])=[O:21])[CH2:16][CH2:15]2)[C:3]=1[CH3:27].[O:28]1[CH2:33][CH2:32][N:31]([C:34]2[C:39]([NH2:40])=[CH:38][C:37]([N:41]3[CH2:46][CH2:45][O:44][CH2:43][CH2:42]3)=[CH:36][N:35]=2)[CH2:30][CH2:29]1. Product: [O:28]1[CH2:33][CH2:32][N:31]([C:34]2[C:39]([NH:40][C:2]3[C:11]4[C:6](=[CH:7][C:8]([F:13])=[CH:9][C:10]=4[F:12])[N:5]=[C:4]([N:14]4[CH2:19][CH2:18][N:17]([C:20]([O:22][C:23]([CH3:26])([CH3:25])[CH3:24])=[O:21])[CH2:16][CH2:15]4)[C:3]=3[CH3:27])=[CH:38][C:37]([N:41]3[CH2:42][CH2:43][O:44][CH2:45][CH2:46]3)=[CH:36][N:35]=2)[CH2:30][CH2:29]1. The catalyst class is: 11. (2) Reactant: Br[C:2]1[CH:3]=[C:4]([C:8]2[C:16]3[C:11](=[N:12][C:13]([CH3:36])=[CH:14][C:15]=3[N:17](COCC[Si](C)(C)C)[S:18]([C:21]3[CH:26]=[CH:25][CH:24]=[C:23]([Cl:27])[CH:22]=3)(=[O:20])=[O:19])[S:10][CH:9]=2)[CH:5]=[CH:6][CH:7]=1.C1C=CC(P(C2C(C3C(P(C4C=CC=CC=4)C4C=CC=CC=4)=CC=C4C=3C=CC=C4)=C3C(C=CC=C3)=CC=2)C2C=CC=CC=2)=CC=1.CC(C)([O-])C.[Na+].[NH:89]1[CH2:93][CH2:92][CH2:91][CH2:90]1.C(O)(C(F)(F)F)=O. Product: [Cl:27][C:23]1[CH:22]=[C:21]([S:18]([NH:17][C:15]2[CH:14]=[C:13]([CH3:36])[N:12]=[C:11]3[S:10][CH:9]=[C:8]([C:4]4[CH:5]=[CH:6][CH:7]=[C:2]([N:89]5[CH2:93][CH2:92][CH2:91][CH2:90]5)[CH:3]=4)[C:16]=23)(=[O:20])=[O:19])[CH:26]=[CH:25][CH:24]=1. The catalyst class is: 835. (3) Reactant: [CH3:1][C:2]1[CH:7]=[CH:6][CH:5]=[CH:4][C:3]=1[CH:8]1[CH:13]([C:14]([O:16]CC)=[O:15])[CH2:12][CH2:11][N:10]([C:19]([O:21][C:22]([CH3:25])([CH3:24])[CH3:23])=[O:20])[CH2:9]1.C[O-].[Na+].CO.[OH-].[Na+].C1COCC1. Product: [C:22]([O:21][C:19]([N:10]1[CH2:11][CH2:12][C@@H:13]([C:14]([OH:16])=[O:15])[C@H:8]([C:3]2[CH:4]=[CH:5][CH:6]=[CH:7][C:2]=2[CH3:1])[CH2:9]1)=[O:20])([CH3:25])([CH3:24])[CH3:23]. The catalyst class is: 5. (4) Reactant: Cl[C:2]1[CH:7]=[CH:6][N:5]=[C:4]2[CH:8]=[CH:9][NH:10][C:3]=12.[CH3:11][O:12][Na]. Product: [CH3:11][O:12][C:2]1[CH:7]=[CH:6][N:5]=[C:4]2[CH:8]=[CH:9][NH:10][C:3]=12. The catalyst class is: 5. (5) Reactant: [N+:1]([C:4]1[CH:5]=[N:6][C:7]2[CH2:8][CH2:9][C:10](=[O:14])[CH2:11][C:12]=2[CH:13]=1)([O-:3])=[O:2].[BH4-].[Na+].C([O-])(O)=O.[Na+]. Product: [N+:1]([C:4]1[CH:5]=[N:6][C:7]2[CH2:8][CH2:9][CH:10]([OH:14])[CH2:11][C:12]=2[CH:13]=1)([O-:3])=[O:2]. The catalyst class is: 5. (6) Product: [CH3:1][O:2][C:3]([CH:5]1[CH2:9][C:8](=[O:10])[CH2:7][N:6]1[C:11]([O:13][C:14]([CH3:17])([CH3:16])[CH3:15])=[O:12])=[O:4]. The catalyst class is: 2. Reactant: [CH3:1][O:2][C:3]([CH:5]1[CH2:9][CH:8]([OH:10])[CH2:7][N:6]1[C:11]([O:13][C:14]([CH3:17])([CH3:16])[CH3:15])=[O:12])=[O:4].[Cr](O[Cr]([O-])(=O)=O)([O-])(=O)=O.[NH+]1C=CC=CC=1.[NH+]1C=CC=CC=1.